Dataset: Forward reaction prediction with 1.9M reactions from USPTO patents (1976-2016). Task: Predict the product of the given reaction. (1) Given the reactants [OH:1][CH2:2][CH:3]1[CH2:8][CH2:7][CH2:6][N:5]([C:9]([O:11][C:12]([CH3:15])([CH3:14])[CH3:13])=[O:10])[CH2:4]1.[F:16][C:17]1[CH:18]=[C:19](O)[CH:20]=[CH:21][CH:22]=1, predict the reaction product. The product is: [F:16][C:17]1[CH:22]=[C:21]([CH:20]=[CH:19][CH:18]=1)[O:1][CH2:2][CH:3]1[CH2:8][CH2:7][CH2:6][N:5]([C:9]([O:11][C:12]([CH3:15])([CH3:14])[CH3:13])=[O:10])[CH2:4]1. (2) Given the reactants [Cl-].C[Al+]C.CCCCCC.[F:11][C:12]([F:16])([F:15])[CH2:13][NH2:14].[C:17]([O:21][C:22](=[O:51])[NH:23][C@H:24]([C@@H:42]1[CH2:46][C@@H:45]([CH:47]([CH3:49])[CH3:48])[C:44](=[O:50])[O:43]1)[CH2:25][N:26]1[CH2:31][C:30](=[O:32])[N:29]([C:33]2[CH:38]=[CH:37][CH:36]=[CH:35][C:34]=2[Cl:39])[CH2:28][C:27]1([CH3:41])[CH3:40])([CH3:20])([CH3:19])[CH3:18].C(C(C(C([O-])=O)O)O)([O-])=O.[Na+].[K+], predict the reaction product. The product is: [C:17]([O:21][C:22](=[O:51])[NH:23][C@@H:24]([CH2:25][N:26]1[CH2:31][C:30](=[O:32])[N:29]([C:33]2[CH:38]=[CH:37][CH:36]=[CH:35][C:34]=2[Cl:39])[CH2:28][C:27]1([CH3:40])[CH3:41])[C@@H:42]([OH:43])[CH2:46][C@H:45]([C:44](=[O:50])[NH:14][CH2:13][C:12]([F:16])([F:15])[F:11])[CH:47]([CH3:49])[CH3:48])([CH3:18])([CH3:19])[CH3:20]. (3) Given the reactants [F:1][C:2]1[CH:7]=[CH:6][C:5]([N:8]2[C:16]3[C:11](=[CH:12][C:13]([CH:17]([C:19]4[CH:24]=[CH:23][CH:22]=[CH:21][CH:20]=4)O)=[CH:14][CH:15]=3)[CH:10]=[N:9]2)=[CH:4][CH:3]=1.[CH3:25][O:26][C:27]([O:32][Si](C)(C)C)=[CH:28][CH2:29][CH2:30][CH3:31], predict the reaction product. The product is: [F:1][C:2]1[CH:7]=[CH:6][C:5]([N:8]2[C:16]3[C:11](=[CH:12][C:13]([CH:17]([C:19]4[CH:24]=[CH:23][CH:22]=[CH:21][CH:20]=4)[CH:28]([CH2:29][CH2:30][CH3:31])[C:27]([O:26][CH3:25])=[O:32])=[CH:14][CH:15]=3)[CH:10]=[N:9]2)=[CH:4][CH:3]=1.